This data is from Full USPTO retrosynthesis dataset with 1.9M reactions from patents (1976-2016). The task is: Predict the reactants needed to synthesize the given product. (1) Given the product [CH3:17][C:18]1([CH3:34])[C:22]([CH3:24])([CH3:23])[O:21][B:20]([C:2]2[CH:3]=[C:4]3[C:8](=[CH:9][CH:10]=2)[C:7](=[O:11])[N:6]([CH2:12][C:13]([F:16])([F:15])[F:14])[CH2:5]3)[O:19]1, predict the reactants needed to synthesize it. The reactants are: Br[C:2]1[CH:3]=[C:4]2[C:8](=[CH:9][CH:10]=1)[C:7](=[O:11])[N:6]([CH2:12][C:13]([F:16])([F:15])[F:14])[CH2:5]2.[CH3:17][C:18]1([CH3:34])[C:22]([CH3:24])([CH3:23])[O:21][B:20]([B:20]2[O:21][C:22]([CH3:24])([CH3:23])[C:18]([CH3:34])([CH3:17])[O:19]2)[O:19]1. (2) Given the product [CH3:1][C:2]1[O:6][N:5]=[C:4]([C:7]2[CH:8]=[C:9]([CH2:10][OH:11])[CH:14]=[CH:15][CH:16]=2)[N:3]=1, predict the reactants needed to synthesize it. The reactants are: [CH3:1][C:2]1[O:6][N:5]=[C:4]([C:7]2[CH:8]=[C:9]([CH:14]=[CH:15][CH:16]=2)[C:10](OC)=[O:11])[N:3]=1.C1COCC1.[Li+].[BH4-].Cl. (3) The reactants are: [Cl:1][C:2]1[CH:3]=[C:4]([CH2:9][CH2:10][C:11]([OH:13])=[O:12])[CH:5]=[CH:6][C:7]=1[Cl:8].[CH3:14]O. Given the product [CH3:14][O:12][C:11](=[O:13])[CH2:10][CH2:9][C:4]1[CH:5]=[CH:6][C:7]([Cl:8])=[C:2]([Cl:1])[CH:3]=1, predict the reactants needed to synthesize it. (4) The reactants are: [Cl:1][C:2]1[CH:3]=[C:4]([NH:9][C@H:10]([C:12]([O:14][CH3:15])=[O:13])[CH3:11])[CH:5]=[CH:6][C:7]=1[F:8].[I-].C([NH3+])(C)(C)C.[CH3:22][O:23][C:24]1[CH:25]=[C:26]([CH:29]=[CH:30][CH:31]=1)[CH2:27]Br.[H-].[Na+]. Given the product [Cl:1][C:2]1[CH:3]=[C:4]([N:9]([CH2:27][C:26]2[CH:29]=[CH:30][CH:31]=[C:24]([O:23][CH3:22])[CH:25]=2)[C@H:10]([C:12]([O:14][CH3:15])=[O:13])[CH3:11])[CH:5]=[CH:6][C:7]=1[F:8], predict the reactants needed to synthesize it. (5) Given the product [Br:1][C:2]1[CH:3]=[C:4]([CH3:12])[C:5]([NH:9][C:10]([NH:13][C:14]2[CH:15]=[C:16]([C:34]3[CH:35]=[CH:36][C:37]([O:40][CH3:41])=[CH:38][CH:39]=3)[CH:17]=[CH:18][C:19]=2[C:20]([NH:22][C@H:23]([C:31]([O:33][CH3:43])=[O:32])[C@@H:24]([CH3:30])[O:25][C:26]([CH3:28])([CH3:29])[CH3:27])=[O:21])=[O:11])=[C:6]([CH3:8])[CH:7]=1, predict the reactants needed to synthesize it. The reactants are: [Br:1][C:2]1[CH:3]=[C:4]([CH3:12])[C:5]([N:9]=[C:10]=[O:11])=[C:6]([CH3:8])[CH:7]=1.[NH2:13][C:14]1[CH:15]=[C:16]([C:34]2[CH:39]=[CH:38][C:37]([O:40][CH3:41])=[CH:36][CH:35]=2)[CH:17]=[CH:18][C:19]=1[C:20]([NH:22][C@H:23]([C:31]([O-:33])=[O:32])[C@@H:24]([CH3:30])[O:25][C:26]([CH3:29])([CH3:28])[CH3:27])=[O:21].N1C=CC=C[CH:43]=1.